Dataset: Catalyst prediction with 721,799 reactions and 888 catalyst types from USPTO. Task: Predict which catalyst facilitates the given reaction. Reactant: Cl[C:2]1[CH:3]=[C:4](Cl)[C:5]2[N:6]([C:8]([C:11]([NH:13][C:14]3[CH:19]=[CH:18][N:17]=[CH:16][C:15]=3[F:20])=[O:12])=[CH:9][N:10]=2)[N:7]=1.BrC1C2[N:25]([C:30]([C:33](NC3C=CN=CC=3F)=O)=[CH:31]N=2)N=C(Cl)C=1.[CH3:43][O:44][C:45]1[CH:55]=[CH:54][C:48]([CH2:49][NH:50][CH:51]2[CH2:53][CH2:52]2)=[CH:47][CH:46]=1.C([N:59](CC)[CH:60]([CH3:62])[CH3:61])(C)C. Product: [NH2:25][C@H:30]1[CH2:33][CH2:61][C@H:60]([NH:59][C:2]2[CH:3]=[C:4]([N:50]([CH:51]3[CH2:53][CH2:52]3)[CH2:49][C:48]3[CH:54]=[CH:55][C:45]([O:44][CH3:43])=[CH:46][CH:47]=3)[C:5]3[N:6]([C:8]([C:11]([NH:13][C:14]4[CH:19]=[CH:18][N:17]=[CH:16][C:15]=4[F:20])=[O:12])=[CH:9][N:10]=3)[N:7]=2)[CH2:62][CH2:31]1. The catalyst class is: 18.